The task is: Regression/Classification. Given a drug SMILES string, predict its absorption, distribution, metabolism, or excretion properties. Task type varies by dataset: regression for continuous measurements (e.g., permeability, clearance, half-life) or binary classification for categorical outcomes (e.g., BBB penetration, CYP inhibition). Dataset: b3db_classification.. This data is from Blood-brain barrier permeability classification from the B3DB database. (1) The compound is C[C@@](Cc1ccccc1)(NC(=O)CN)c1ccccc1. The result is 1 (penetrates BBB). (2) The molecule is C=C1CCC(O)C/C1=C\C=C1/CCCC2(C)C1CCC2C(C)/C=C/C(C)C(C)C. The result is 0 (does not penetrate BBB). (3) The molecule is O=c1[nH]c2ccccc2n1C1CCN(CCCc2noc3cc(F)ccc23)CC1. The result is 1 (penetrates BBB).